This data is from Forward reaction prediction with 1.9M reactions from USPTO patents (1976-2016). The task is: Predict the product of the given reaction. (1) Given the reactants [CH2:1]([O:5][C:6]1[CH:7]=[C:8]([CH2:20][CH2:21][C:22]([O:24][CH3:25])=[O:23])[CH:9]=[CH:10][C:11]=1[C:12]1[CH:16]=[C:15](CNC)[S:14][CH:13]=1)[CH2:2][CH2:3][CH3:4].[CH3:26][N:27]([C:29]1[CH:34]=[CH:33][CH:32]=[CH:31]N=1)[CH3:28].[C:35](Cl)(=O)[CH2:36][CH2:37]CCCCC.C(=O)([O-])[OH:46].[Na+], predict the reaction product. The product is: [CH2:1]([O:5][C:6]1[CH:7]=[C:8]([CH2:20][CH2:21][C:22]([O:24][CH3:25])=[O:23])[CH:9]=[CH:10][C:11]=1[C:12]1[CH:16]=[C:15]([CH2:26][N:27]([CH3:28])[C:29](=[O:46])[CH2:34][CH2:33][CH2:32][CH2:31][CH2:35][CH2:36][CH3:37])[S:14][CH:13]=1)[CH2:2][CH2:3][CH3:4]. (2) Given the reactants [NH2:1][C:2]1[CH:3]=[C:4]2[C@@:13]3([CH2:17][O:16][C:15]([NH:18][C:19](=[O:25])[O:20][C:21]([CH3:24])([CH3:23])[CH3:22])=[N:14]3)[C:10]3([CH2:12][CH2:11]3)[C:9]([CH3:27])([CH3:26])[O:8][C:5]2=[CH:6][CH:7]=1.[F:28][CH:29]([F:39])[C:30]1[N:31]=[CH:32][C:33]([C:36](O)=[O:37])=[N:34][CH:35]=1.N1(O)C2C=CC=CC=2N=N1.Cl.CN(C)CCCN=C=NCC, predict the reaction product. The product is: [F:39][CH:29]([F:28])[C:30]1[N:31]=[CH:32][C:33]([C:36]([NH:1][C:2]2[CH:3]=[C:4]3[C@@:13]4([CH2:17][O:16][C:15]([NH:18][C:19](=[O:25])[O:20][C:21]([CH3:22])([CH3:24])[CH3:23])=[N:14]4)[C:10]4([CH2:11][CH2:12]4)[C:9]([CH3:27])([CH3:26])[O:8][C:5]3=[CH:6][CH:7]=2)=[O:37])=[N:34][CH:35]=1. (3) Given the reactants [Br:1][C:2]1[CH:3]=[C:4]([CH2:8][NH2:9])[CH:5]=[N:6][CH:7]=1.[H-].[Na+].[CH:12]([S:15](Cl)(=[O:17])=[O:16])([CH3:14])[CH3:13].C(O)(=O)C, predict the reaction product. The product is: [Br:1][C:2]1[CH:3]=[C:4]([CH2:8][NH:9][S:15]([CH:12]([CH3:14])[CH3:13])(=[O:17])=[O:16])[CH:5]=[N:6][CH:7]=1. (4) Given the reactants [C:1]([C:5]1[CH:6]=[C:7]([NH:18][C:19]([NH:21][C:22]2[C:31]3[C:26](=[CH:27][CH:28]=[CH:29][CH:30]=3)[C:25]([O:32][C:33]3[CH:38]=[CH:37][N:36]=[C:35](Cl)[CH:34]=3)=[CH:24][CH:23]=2)=[O:20])[C:8]([O:16][CH3:17])=[C:9]([NH:11][S:12]([CH3:15])(=[O:14])=[O:13])[CH:10]=1)([CH3:4])([CH3:3])[CH3:2].[NH2:40][C:41]1[CH:60]=[C:59]([O:61][CH3:62])[C:44]([C:45]([NH:47][CH2:48][CH2:49][N:50]2[CH2:55][CH2:54][N:53]([CH2:56][CH2:57][OH:58])[CH2:52][CH2:51]2)=[O:46])=[C:43]([O:63][CH3:64])[CH:42]=1.C([O-])([O-])=O.[K+].[K+].CC(C1C=C(C(C)C)C(C2C(P(C3CCCCC3)C3CCCCC3)=C(OC)C=CC=2OC)=C(C(C)C)C=1)C, predict the reaction product. The product is: [C:1]([C:5]1[CH:10]=[C:9]([NH:11][S:12]([CH3:15])(=[O:14])=[O:13])[C:8]([O:16][CH3:17])=[C:7]([NH:18][C:19](=[O:20])[NH:21][C:22]2[C:31]3[C:26](=[CH:27][CH:28]=[CH:29][CH:30]=3)[C:25]([O:32][C:33]3[CH:38]=[CH:37][N:36]=[C:35]([NH:40][C:41]4[CH:42]=[C:43]([O:63][CH3:64])[C:44]([C:45]([NH:47][CH2:48][CH2:49][N:50]5[CH2:55][CH2:54][N:53]([CH2:56][CH2:57][OH:58])[CH2:52][CH2:51]5)=[O:46])=[C:59]([O:61][CH3:62])[CH:60]=4)[CH:34]=3)=[CH:24][CH:23]=2)[CH:6]=1)([CH3:4])([CH3:3])[CH3:2]. (5) Given the reactants Br[C:2]1[CH:10]=[C:9]2[C:5]([CH:6]=[CH:7][NH:8]2)=[CH:4][CH:3]=1.[NH:11]1[CH2:15][CH2:14][CH2:13][CH2:12]1.C(=O)([O-])[O-].[Cs+].[Cs+].N1CCC[C@H]1C(O)=O, predict the reaction product. The product is: [N:11]1([C:2]2[CH:10]=[C:9]3[C:5]([CH:6]=[CH:7][NH:8]3)=[CH:4][CH:3]=2)[CH2:15][CH2:14][CH2:13][CH2:12]1. (6) Given the reactants [OH:1][C:2]1[CH:3]=[C:4]([CH:7]=[CH:8][CH:9]=1)[CH:5]=[O:6].[CH3:10][C:11]([CH3:13])=O.[C:14]([O-:17])([O-])=[O:15].[K+].[K+], predict the reaction product. The product is: [O:15]=[C:14]1[CH:13]([O:1][C:2]2[CH:3]=[C:4]([CH:7]=[CH:8][CH:9]=2)[CH:5]=[O:6])[CH2:11][CH2:10][O:17]1. (7) Given the reactants [Br:1]Br.[C:3]1([N:9]2[CH2:14][CH2:13][O:12][CH2:11][CH2:10]2)[CH:8]=[CH:7][CH:6]=[CH:5][CH:4]=1.O.[OH-].[Na+], predict the reaction product. The product is: [Br:1][C:6]1[CH:7]=[CH:8][C:3]([N:9]2[CH2:14][CH2:13][O:12][CH2:11][CH2:10]2)=[CH:4][CH:5]=1.